This data is from CYP2D6 inhibition data for predicting drug metabolism from PubChem BioAssay. The task is: Regression/Classification. Given a drug SMILES string, predict its absorption, distribution, metabolism, or excretion properties. Task type varies by dataset: regression for continuous measurements (e.g., permeability, clearance, half-life) or binary classification for categorical outcomes (e.g., BBB penetration, CYP inhibition). Dataset: cyp2d6_veith. (1) The compound is NC(=O)Nc1ccc([As](=O)(O)O)cc1. The result is 0 (non-inhibitor). (2) The compound is O=c1c(-c2ccccc2)nc2cncnc2n1-c1ccccc1. The result is 0 (non-inhibitor). (3) The drug is O=C1c2ccccc2-c2cc([N+](=O)[O-])c([N+](=O)[O-])cc21. The result is 1 (inhibitor). (4) The molecule is O=[N+]([O-])c1ccccc1OCCCN1CCOCC1. The result is 1 (inhibitor).